From a dataset of Reaction yield outcomes from USPTO patents with 853,638 reactions. Predict the reaction yield, written as a fraction of the theoretical maximum amount of product (1.0 means a 100% yield; for example, 0.34 means a 34% yield). (1) The reactants are [Si:1]([O:8][CH2:9][CH2:10][CH2:11][N:12]1[C:17](=[O:18])[C:16]2[C:19]([CH:24]([OH:29])[CH2:25][CH:26]([CH3:28])[CH3:27])=[C:20](Cl)[N:21]=[CH:22][C:15]=2[N:14]([CH3:30])[C:13]1=[O:31])([C:4]([CH3:7])([CH3:6])[CH3:5])([CH3:3])[CH3:2].[Cl:32][C:33]1[CH:38]=[CH:37][C:36](B(O)O)=[CH:35][CH:34]=1.C([O-])(O)=O.[Na+].[O-]P([O-])([O-])=O.[K+].[K+].[K+]. The catalyst is O1CCOCC1.O.C1C=CC(P(C2C=CC=CC=2)[C-]2C=CC=C2)=CC=1.C1C=CC(P(C2C=CC=CC=2)[C-]2C=CC=C2)=CC=1.Cl[Pd]Cl.[Fe+2]. The product is [Si:1]([O:8][CH2:9][CH2:10][CH2:11][N:12]1[C:17](=[O:18])[C:16]2[C:19]([CH:24]([OH:29])[CH2:25][CH:26]([CH3:28])[CH3:27])=[C:20]([C:36]3[CH:37]=[CH:38][C:33]([Cl:32])=[CH:34][CH:35]=3)[N:21]=[CH:22][C:15]=2[N:14]([CH3:30])[C:13]1=[O:31])([C:4]([CH3:7])([CH3:5])[CH3:6])([CH3:3])[CH3:2]. The yield is 0.260. (2) The reactants are [Cl:1][C:2]1[CH:7]=[CH:6][C:5]([Cl:8])=[CH:4][C:3]=1I.C([Li])(C)(C)C.CCCCC.[N:20]1[C:27]([Cl:28])=[N:26][C:24](Cl)=[N:23][C:21]=1[Cl:22]. The catalyst is O1CCCC1.CN(C)P(N(C)C)(N(C)C)=O. The product is [Cl:22][C:21]1[N:20]=[C:27]([Cl:28])[N:26]=[C:24]([C:3]2[CH:4]=[C:5]([Cl:8])[CH:6]=[CH:7][C:2]=2[Cl:1])[N:23]=1. The yield is 0.590. (3) The reactants are [CH:1]([N:4]1[C:8]([C:9]2[CH:14]=[CH:13][N:12]=[C:11]([NH:15][C:16]3[CH:21]=[CH:20][C:19](SC)=[C:18]([CH3:24])[N:17]=3)[N:10]=2)=[CH:7][N:6]=[C:5]1[CH3:25])([CH3:3])[CH3:2].[S:26]([O-:31])(O[O-])(=O)=[O:27].[K+].[K+].S(=O)(O)[O-].[Na+].[CH3:39]O. The catalyst is CC(C)=O.O. The product is [CH:1]([N:4]1[C:8]([C:9]2[CH:14]=[CH:13][N:12]=[C:11]([NH:15][C:16]3[CH:21]=[CH:20][C:19]([S:26]([CH3:39])(=[O:31])=[O:27])=[C:18]([CH3:24])[N:17]=3)[N:10]=2)=[CH:7][N:6]=[C:5]1[CH3:25])([CH3:2])[CH3:3]. The yield is 0.200.